Dataset: Full USPTO retrosynthesis dataset with 1.9M reactions from patents (1976-2016). Task: Predict the reactants needed to synthesize the given product. (1) Given the product [Si:10]([O:9][CH2:8][C:4]1[N:3]=[C:2]([NH:17][C:18]2[S:19][CH:20]=[CH:21][N:22]=2)[CH:7]=[CH:6][CH:5]=1)([C:13]([CH3:16])([CH3:15])[CH3:14])([CH3:12])[CH3:11], predict the reactants needed to synthesize it. The reactants are: Br[C:2]1[CH:7]=[CH:6][CH:5]=[C:4]([CH2:8][O:9][Si:10]([C:13]([CH3:16])([CH3:15])[CH3:14])([CH3:12])[CH3:11])[N:3]=1.[NH2:17][C:18]1[S:19][CH:20]=[CH:21][N:22]=1.CC1(C)C2C=CC=C(P(C3C=CC=CC=3)C3C=CC=CC=3)C=2OC2C1=CC=CC=2P(C1C=CC=CC=1)C1C=CC=CC=1.P([O-])([O-])([O-])=O.[K+].[K+].[K+]. (2) Given the product [C:1]([O:5][C:6](=[O:38])[NH:7][C:8]([C:10]1[CH:15]=[CH:14][C:13]([CH2:16][NH:17][C:18]([C@H:20]2[N:24]3[C:25](=[O:37])[C:26]([NH:29][CH2:30][CH2:31][CH3:32])=[CH:27][N:28]=[C:23]3[CH2:22][CH2:21]2)=[O:19])=[CH:12][CH:11]=1)=[NH:9])([CH3:3])([CH3:2])[CH3:4], predict the reactants needed to synthesize it. The reactants are: [C:1]([O:5][C:6](=[O:38])[NH:7][C:8]([C:10]1[CH:15]=[CH:14][C:13]([CH2:16][NH:17][C:18]([C@H:20]2[N:24]3[C:25](=[O:37])[C:26]([NH:29][CH2:30][C:31]4C=CC=C[CH:32]=4)=[CH:27][N:28]=[C:23]3[CH2:22][CH2:21]2)=[O:19])=[CH:12][CH:11]=1)=[NH:9])([CH3:4])([CH3:3])[CH3:2].C(OC(=O)NC(C1C=CC(CNC([C@H]2N3C(=O)C(N)=CN=C3CC2)=O)=CC=1)=N)(C)(C)C.C(=O)CC.[BH-](OC(C)=O)(OC(C)=O)OC(C)=O.[Na+].